Dataset: Reaction yield outcomes from USPTO patents with 853,638 reactions. Task: Predict the reaction yield, written as a fraction of the theoretical maximum amount of product (1.0 means a 100% yield; for example, 0.34 means a 34% yield). (1) The reactants are [CH:1]([C:4]1[N:5]=[C:6]([C:9]2[CH:18]=[C:17](O)[C:16]3[C:11](=[C:12]([CH3:22])[C:13]([O:20][CH3:21])=[CH:14][CH:15]=3)[N:10]=2)[S:7][CH:8]=1)([CH3:3])[CH3:2].P(Cl)(Cl)([Cl:25])=O.[OH-].[Na+]. No catalyst specified. The product is [CH:1]([C:4]1[N:5]=[C:6]([C:9]2[CH:18]=[C:17]([Cl:25])[C:16]3[C:11](=[C:12]([CH3:22])[C:13]([O:20][CH3:21])=[CH:14][CH:15]=3)[N:10]=2)[S:7][CH:8]=1)([CH3:3])[CH3:2]. The yield is 0.910. (2) The product is [O:21]=[C:12]1[C:13]2[C:18](=[CH:17][CH:16]=[CH:15][CH:14]=2)[C:19](=[O:20])[N:11]1[C@H:4]([C:5]1[CH:10]=[CH:9][CH:8]=[CH:7][CH:6]=1)[CH2:3][CH2:2][N:36]1[CH2:37][CH2:38][CH:33]([C:29]2[CH:28]=[C:27]([NH:26][C:24](=[O:25])[CH:23]([CH3:22])[CH3:39])[CH:32]=[CH:31][CH:30]=2)[CH2:34][CH2:35]1. The catalyst is CN(C=O)C.O. The yield is 0.740. The reactants are Cl[CH2:2][CH2:3][C@H:4]([N:11]1[C:19](=[O:20])[C:18]2[C:13](=[CH:14][CH:15]=[CH:16][CH:17]=2)[C:12]1=[O:21])[C:5]1[CH:10]=[CH:9][CH:8]=[CH:7][CH:6]=1.[CH3:22][CH:23]([CH3:39])[C:24]([NH:26][C:27]1[CH:32]=[CH:31][CH:30]=[C:29]([CH:33]2[CH2:38][CH2:37][NH:36][CH2:35][CH2:34]2)[CH:28]=1)=[O:25].C([O-])([O-])=O.[K+].[K+].[Na+].[I-]. (3) The reactants are [Cl:1][C:2]1[C:3]([Cl:16])=[CH:4][C:5]2[C:6]3[CH2:15][CH2:14][NH:13][CH2:12][CH2:11][C:7]=3[NH:8][C:9]=2[CH:10]=1. The catalyst is C(O)(C(F)(F)F)=O.CO. The product is [Cl:1][C:2]1[C:3]([Cl:16])=[CH:4][C:5]2[C@@H:6]3[CH2:15][CH2:14][NH:13][CH2:12][CH2:11][C@@H:7]3[NH:8][C:9]=2[CH:10]=1. The yield is 0.360. (4) The reactants are [F:1][C:2]([F:13])([F:12])[C:3]1[CH:8]=[CH:7][C:6](B(O)O)=[CH:5][CH:4]=1.Br[C:15]1[CH:22]=[CH:21][C:18]([CH:19]=[O:20])=[C:17]([F:23])[CH:16]=1.C(=O)([O-])[O-].[K+].[K+].CCOC(C)=O.CCCCCC. The catalyst is O1CCOCC1.O.[Br-].C([N+](CCCC)(CCCC)CCCC)CCC.C([O-])(=O)C.[Pd+2].C([O-])(=O)C. The product is [F:23][C:17]1[CH:16]=[C:15]([C:6]2[CH:7]=[CH:8][C:3]([C:2]([F:13])([F:12])[F:1])=[CH:4][CH:5]=2)[CH:22]=[CH:21][C:18]=1[CH:19]=[O:20]. The yield is 0.860. (5) The reactants are [C:1]([C:3]1[C:4]([NH2:10])=[N:5][C:6]([NH2:9])=[CH:7][CH:8]=1)#[CH:2].[C:11](Cl)(=[N:13][OH:14])[CH3:12].[N:16]1[CH:21]=[CH:20][CH:19]=[CH:18][C:17]=1[O:22][C:23]1[CH:28]=[CH:27][CH:26]=[CH:25][CH:24]=1.C(N(CC)CC)C. The catalyst is O1CCCC1. The product is [N:16]1[CH:21]=[CH:20][CH:19]=[CH:18][C:17]=1[O:22][C:23]1[CH:24]=[CH:25][C:26]([CH2:12][C:11]2[CH:2]=[C:1]([C:3]3[C:4]([NH2:10])=[N:5][C:6]([NH2:9])=[CH:7][CH:8]=3)[O:14][N:13]=2)=[CH:27][CH:28]=1. The yield is 0.140.